Dataset: Full USPTO retrosynthesis dataset with 1.9M reactions from patents (1976-2016). Task: Predict the reactants needed to synthesize the given product. (1) Given the product [CH3:5][CH:4]1[C:26]2[C:25](=[CH:24][CH:23]=[C:22]3[CH:21]=[CH:20][CH:19]=[CH:15][C:27]3=2)[CH:2]=[CH:3]1.[CH2:13]=[CH2:14], predict the reactants needed to synthesize it. The reactants are: [Li].[CH2:2]([Li])[CH2:3][CH2:4][CH3:5].FC(F)(F)S(O[CH2:13][CH2:14][CH:15]1[C:27]2[CH:26]=[CH:25][CH:24]=[CH:23][C:22]=2[C:21]2C1=CC=[CH:19][CH:20]=2)(=O)=O. (2) Given the product [CH2:39]([C:36]1[CH:35]=[N:34][C:33]([N:15]2[CH2:16][CH2:17][CH:12]([N:9]3[CH:10]=[N:11][C:7]([CH2:6][O:5][C:4]4[CH:18]=[CH:19][C:20]([S:22]([CH3:25])(=[O:24])=[O:23])=[CH:21][C:3]=4[F:2])=[N:8]3)[CH2:13][CH2:14]2)=[N:38][CH:37]=1)[CH3:40], predict the reactants needed to synthesize it. The reactants are: Cl.[F:2][C:3]1[CH:21]=[C:20]([S:22]([CH3:25])(=[O:24])=[O:23])[CH:19]=[CH:18][C:4]=1[O:5][CH2:6][C:7]1[N:11]=[CH:10][N:9]([CH:12]2[CH2:17][CH2:16][NH:15][CH2:14][CH2:13]2)[N:8]=1.C(=O)([O-])[O-].[K+].[K+].Cl[C:33]1[N:38]=[CH:37][C:36]([CH2:39][CH3:40])=[CH:35][N:34]=1. (3) Given the product [C:41]([O:45][C:46](=[O:58])[N:47]([C:55](=[O:57])[CH3:56])[C:48]1[CH:49]=[CH:50][CH:51]=[C:52]([N:27]2[C:17]3[N:18]=[C:19]([N:21]4[CH2:26][CH2:25][O:24][CH2:23][CH2:22]4)[N:20]=[C:15]([C:12]4[CH:11]=[N:10][C:9]([N:8]([CH2:7][C:6]5[CH:5]=[CH:4][C:3]([O:2][CH3:1])=[CH:40][CH:39]=5)[CH2:30][C:31]5[CH:32]=[CH:33][C:34]([O:37][CH3:38])=[CH:35][CH:36]=5)=[N:14][CH:13]=4)[C:16]=3[CH2:29][CH2:28]2)[CH:53]=1)([CH3:44])([CH3:42])[CH3:43], predict the reactants needed to synthesize it. The reactants are: [CH3:1][O:2][C:3]1[CH:40]=[CH:39][C:6]([CH2:7][N:8]([CH2:30][C:31]2[CH:36]=[CH:35][C:34]([O:37][CH3:38])=[CH:33][CH:32]=2)[C:9]2[N:14]=[CH:13][C:12]([C:15]3[C:16]4[CH2:29][CH2:28][NH:27][C:17]=4[N:18]=[C:19]([N:21]4[CH2:26][CH2:25][O:24][CH2:23][CH2:22]4)[N:20]=3)=[CH:11][N:10]=2)=[CH:5][CH:4]=1.[C:41]([O:45][C:46](=[O:58])[N:47]([C:55](=[O:57])[CH3:56])[C:48]1[CH:53]=[CH:52][CH:51]=[C:50](Br)[CH:49]=1)([CH3:44])([CH3:43])[CH3:42].BrC1C=C(NC(=O)C)C=CC=1.C(=O)(OC(C)(C)C)OC(C)(C)C.COC(=O)C1C=CC(Br)=CC=1. (4) Given the product [Cl:2][C:3]1[N:4]=[C:5]2[N:9]([C:10]=1[S:11]([N:14]1[C:22]3[C:17](=[CH:18][CH:19]=[CH:20][CH:21]=3)[C:16]([CH2:23][CH2:24][NH:25][C:33](=[O:35])[CH3:34])=[CH:15]1)(=[O:12])=[O:13])[CH:8]=[CH:7][S:6]2, predict the reactants needed to synthesize it. The reactants are: Cl.[Cl:2][C:3]1[N:4]=[C:5]2[N:9]([C:10]=1[S:11]([N:14]1[C:22]3[C:17](=[CH:18][CH:19]=[CH:20][CH:21]=3)[C:16]([CH2:23][CH2:24][NH2:25])=[CH:15]1)(=[O:13])=[O:12])[CH:8]=[CH:7][S:6]2.C(N(CC)CC)C.[C:33](OC(=O)C)(=[O:35])[CH3:34].C([O-])(O)=O.[Na+]. (5) The reactants are: [F:1][C:2]([F:27])([F:26])[C:3]1[CH:4]=[C:5]([NH:9][C:10](=[O:25])[CH2:11][C:12]([NH:14][C:15]2[CH:20]=[CH:19][CH:18]=[C:17]([C:21]([F:24])([F:23])[F:22])[CH:16]=2)=[O:13])[CH:6]=[CH:7][CH:8]=1.[CH2:28]1[CH2:32][N:31]([C:33]2[CH:38]=[CH:37][C:36]([CH:39]=O)=[CH:35][CH:34]=2)[CH2:30][CH2:29]1. Given the product [F:1][C:2]([F:26])([F:27])[C:3]1[CH:4]=[C:5]([NH:9][C:10](=[O:25])[C:11](=[CH:39][C:36]2[CH:35]=[CH:34][C:33]([N:31]3[CH2:32][CH2:28][CH2:29][CH2:30]3)=[CH:38][CH:37]=2)[C:12]([NH:14][C:15]2[CH:20]=[CH:19][CH:18]=[C:17]([C:21]([F:24])([F:23])[F:22])[CH:16]=2)=[O:13])[CH:6]=[CH:7][CH:8]=1, predict the reactants needed to synthesize it. (6) Given the product [Cl:36][C:34]1[CH:35]=[C:30]([CH2:29][CH2:28][C:27]([OH:40])=[O:26])[CH:31]=[C:32]([Cl:39])[C:33]=1[C:37]1[NH:1][C:2]2[CH:3]=[C:4]([C:5](=[O:6])[NH:7][C:8]3[CH:9]=[N:10][C:11]([C:14]([F:17])([F:15])[F:16])=[CH:12][CH:13]=3)[CH:18]=[CH:19][C:20]=2[N:21]=1, predict the reactants needed to synthesize it. The reactants are: [NH2:1][C:2]1[CH:3]=[C:4]([CH:18]=[CH:19][C:20]=1[NH2:21])[C:5]([NH:7][C:8]1[CH:9]=[N:10][C:11]([C:14]([F:17])([F:16])[F:15])=[CH:12][CH:13]=1)=[O:6].C([O:26][C:27](=[O:40])[CH2:28][CH2:29][C:30]1[CH:35]=[C:34]([Cl:36])[C:33]([CH:37]=O)=[C:32]([Cl:39])[CH:31]=1)(C)(C)C. (7) Given the product [Br:16][C:13]1[CH:14]=[CH:15][C:10]([C@H:9]2[CH2:8][CH2:7][C@@H:6]([C:22]3[CH:27]=[CH:26][C:25]([Br:28])=[CH:24][CH:23]=3)[N:35]2[C:34]2[CH:36]=[CH:37][C:31]([C:30]([F:29])([F:38])[F:39])=[CH:32][CH:33]=2)=[CH:11][CH:12]=1, predict the reactants needed to synthesize it. The reactants are: CS(O[CH:6]([C:22]1[CH:27]=[CH:26][C:25]([Br:28])=[CH:24][CH:23]=1)[CH2:7][CH2:8][CH:9](OS(C)(=O)=O)[C:10]1[CH:15]=[CH:14][C:13]([Br:16])=[CH:12][CH:11]=1)(=O)=O.[F:29][C:30]([F:39])([F:38])[C:31]1[CH:37]=[CH:36][C:34]([NH2:35])=[CH:33][CH:32]=1. (8) Given the product [CH:1]1([CH2:5][NH:6][C:7]([C:9]2[C:14]([NH:15][C:16]([C:18]3[C:27]4[C:22](=[CH:23][CH:24]=[CH:25][CH:26]=4)[C:21]([CH2:28][OH:29])=[CH:20][CH:19]=3)=[O:17])=[CH:13][CH:12]=[CH:11][N:10]=2)=[O:8])[CH2:4][CH2:3][CH2:2]1, predict the reactants needed to synthesize it. The reactants are: [CH:1]1([CH2:5][NH:6][C:7]([C:9]2[C:14]([NH:15][C:16]([C:18]3[C:27]4[C:22](=[CH:23][CH:24]=[CH:25][CH:26]=4)[C:21]([C:28](O)=[O:29])=[CH:20][CH:19]=3)=[O:17])=[CH:13][CH:12]=[CH:11][N:10]=2)=[O:8])[CH2:4][CH2:3][CH2:2]1. (9) Given the product [CH:34]1([C:30]2[CH:31]=[C:32]([CH3:33])[C:27]([N:24]3[CH2:25][CH2:26][N:21]([C:19]([C:16]4[N:15]=[N:14][C:13]([N:10]5[CH2:11][CH2:12][NH:8][C:9]5=[O:37])=[CH:18][CH:17]=4)=[O:20])[CH2:22][CH2:23]3)=[N:28][CH:29]=2)[CH2:35][CH2:36]1, predict the reactants needed to synthesize it. The reactants are: CO.[OH-].[Na+].C([N:8]1[CH2:12][CH2:11][N:10]([C:13]2[N:14]=[N:15][C:16]([C:19]([N:21]3[CH2:26][CH2:25][N:24]([C:27]4[C:32]([CH3:33])=[CH:31][C:30]([CH:34]5[CH2:36][CH2:35]5)=[CH:29][N:28]=4)[CH2:23][CH2:22]3)=[O:20])=[CH:17][CH:18]=2)[C:9]1=[O:37])(=O)C. (10) Given the product [OH:2][CH:1]([C:24]1[CH:29]=[CH:28][CH:27]=[CH:26][CH:25]=1)[C:3]1[C:11]2[O:10][C:9]([CH3:12])([CH3:13])[CH2:8][C:7]=2[C:6]([CH3:14])=[C:5]([NH:15][C:16](=[O:22])[CH2:17][C:18]([CH3:21])([CH3:20])[CH3:19])[C:4]=1[CH3:23], predict the reactants needed to synthesize it. The reactants are: [CH:1]([C:3]1[C:11]2[O:10][C:9]([CH3:13])([CH3:12])[CH2:8][C:7]=2[C:6]([CH3:14])=[C:5]([NH:15][C:16](=[O:22])[CH2:17][C:18]([CH3:21])([CH3:20])[CH3:19])[C:4]=1[CH3:23])=[O:2].[C:24]1([Mg]Br)[CH:29]=[CH:28][CH:27]=[CH:26][CH:25]=1.